From a dataset of Plasma protein binding rate (PPBR) regression data from AstraZeneca. Regression/Classification. Given a drug SMILES string, predict its absorption, distribution, metabolism, or excretion properties. Task type varies by dataset: regression for continuous measurements (e.g., permeability, clearance, half-life) or binary classification for categorical outcomes (e.g., BBB penetration, CYP inhibition). For this dataset (ppbr_az), we predict Y. The compound is COc1cc([C@@H]2c3cc4c(cc3C(O[C@@H]3O[C@@H]5CO[C@@H](C)O[C@H]5[C@H](O)[C@H]3O)C3COC(=O)[C@@H]32)OCO4)cc(OC)c1O. The Y is 98.2 %.